Dataset: Catalyst prediction with 721,799 reactions and 888 catalyst types from USPTO. Task: Predict which catalyst facilitates the given reaction. (1) Reactant: F[C:2]1[CH:3]=[CH:4][C:5]([N+:10]([O-:12])=[O:11])=[C:6]([O:8][CH3:9])[CH:7]=1.[NH:13]1[CH2:18][CH2:17][NH:16][CH2:15][CH:14]1[CH2:19][OH:20].C(N(CC)C(C)C)(C)C.[C:30](OC(=O)C)(=[O:32])[CH3:31]. Product: [OH:20][CH2:19][CH:14]1[CH2:15][N:16]([C:2]2[CH:3]=[CH:4][C:5]([N+:10]([O-:12])=[O:11])=[C:6]([O:8][CH3:9])[CH:7]=2)[CH2:17][CH2:18][N:13]1[C:30](=[O:32])[CH3:31]. The catalyst class is: 44. (2) The catalyst class is: 284. Reactant: [OH:1][C:2]1[CH:11]=[C:10]2[C:5]([C:6](=O)[CH2:7][C:8]([CH3:13])([CH3:12])[O:9]2)=[CH:4][CH:3]=1.Cl. Product: [CH3:12][C:8]1([CH3:13])[CH2:7][CH2:6][C:5]2[C:10](=[CH:11][C:2]([OH:1])=[CH:3][CH:4]=2)[O:9]1. (3) Reactant: C(OC([NH:11][C@:12]1([C:19]([O:21][CH2:22][CH3:23])=[O:20])[CH2:17][C:16](=[O:18])[NH:15][C:13]1=[O:14])=O)C1C=CC=CC=1.O.[H][H]. Product: [NH2:11][C@:12]1([C:19]([O:21][CH2:22][CH3:23])=[O:20])[CH2:17][C:16](=[O:18])[NH:15][C:13]1=[O:14]. The catalyst class is: 29. (4) Reactant: [C:1]12([CH2:11][O:12][C:13]3[C:21]([Cl:22])=[CH:20][C:16]([C:17](O)=[O:18])=[C:15]([F:23])[CH:14]=3)[CH2:10][CH:5]3[CH2:6][CH:7]([CH2:9][CH:3]([CH2:4]3)[CH2:2]1)[CH2:8]2.C(N=C=NCCCN(C)C)C.[N:35]1([S:41]([NH2:44])(=[O:43])=[O:42])[CH2:40][CH2:39][O:38][CH2:37][CH2:36]1. Product: [C:1]12([CH2:11][O:12][C:13]3[C:21]([Cl:22])=[CH:20][C:16]([C:17]([NH:44][S:41]([N:35]4[CH2:40][CH2:39][O:38][CH2:37][CH2:36]4)(=[O:43])=[O:42])=[O:18])=[C:15]([F:23])[CH:14]=3)[CH2:8][CH:7]3[CH2:9][CH:3]([CH2:4][CH:5]([CH2:6]3)[CH2:10]1)[CH2:2]2. The catalyst class is: 119.